This data is from Catalyst prediction with 721,799 reactions and 888 catalyst types from USPTO. The task is: Predict which catalyst facilitates the given reaction. (1) Reactant: [C:1]([O:5][C:6]([N:8]1[CH2:13][CH2:12][CH:11]([C:14]2[CH:19]=[CH:18][C:17]([NH:20][C:21]3[N:26]=[C:25]([CH2:27][CH2:28][C:29]4[CH:34]=[CH:33][CH:32]=[CH:31][C:30]=4[CH2:35][C:36]([O-:38])=O)[C:24]([C:39]([F:42])([F:41])[F:40])=[CH:23][N:22]=3)=[C:16]([O:43][CH3:44])[CH:15]=2)[CH2:10][CH2:9]1)=[O:7])([CH3:4])([CH3:3])[CH3:2].[Li+].C[N:47](C(ON1N=NC2C=CC=NC1=2)=[N+](C)C)C.F[P-](F)(F)(F)(F)F.[Cl-].[NH4+].CCN(C(C)C)C(C)C. Product: [NH2:47][C:36](=[O:38])[CH2:35][C:30]1[CH:31]=[CH:32][CH:33]=[CH:34][C:29]=1[CH2:28][CH2:27][C:25]1[C:24]([C:39]([F:40])([F:42])[F:41])=[CH:23][N:22]=[C:21]([NH:20][C:17]2[CH:18]=[CH:19][C:14]([CH:11]3[CH2:10][CH2:9][N:8]([C:6]([O:5][C:1]([CH3:2])([CH3:4])[CH3:3])=[O:7])[CH2:13][CH2:12]3)=[CH:15][C:16]=2[O:43][CH3:44])[N:26]=1. The catalyst class is: 3. (2) Reactant: [Cl:1][C:2]1[CH:3]=[C:4]([CH2:10][CH2:11][C:12]([OH:14])=O)[CH:5]=[CH:6][C:7]=1[O:8][CH3:9]. Product: [Cl:1][C:2]1[CH:3]=[C:4]2[C:5](=[CH:6][C:7]=1[O:8][CH3:9])[C:12](=[O:14])[CH2:11][CH2:10]2. The catalyst class is: 6. (3) Reactant: [Br:1][C:2]1[CH:3]=[C:4]([NH2:9])[C:5]([NH2:8])=[CH:6][CH:7]=1.[N:10]([O-])=O.[Na+]. Product: [Br:1][C:2]1[CH:7]=[CH:6][C:5]2[NH:8][N:10]=[N:9][C:4]=2[CH:3]=1. The catalyst class is: 561. (4) Reactant: [NH:1]1[CH2:6][CH2:5][O:4][CH2:3][CH2:2]1.C(N(CC)C(C)C)(C)C.Cl[C:17]1[C:18]2[C:25]([I:26])=[C:24]([CH:27]=[O:28])[N:23]([CH2:29][O:30][CH2:31][CH2:32][Si:33]([CH3:36])([CH3:35])[CH3:34])[C:19]=2[N:20]=[CH:21][N:22]=1. Product: [I:26][C:25]1[C:18]2[C:17]([N:1]3[CH2:6][CH2:5][O:4][CH2:3][CH2:2]3)=[N:22][CH:21]=[N:20][C:19]=2[N:23]([CH2:29][O:30][CH2:31][CH2:32][Si:33]([CH3:34])([CH3:35])[CH3:36])[C:24]=1[CH:27]=[O:28]. The catalyst class is: 10. (5) Reactant: [OH-:1].[Na+].O.C([O:6][C:7]([C:9]1[CH:10]=[N:11][N:12]([C:15]2[C:20](F)=[CH:19][C:18]([C:22]([F:25])([F:24])[F:23])=[CH:17][N:16]=2)[C:13]=1[CH3:14])=[O:8])C.[CH3:26]O. Product: [CH3:26][O:1][C:20]1[C:15]([N:12]2[C:13]([CH3:14])=[C:9]([C:7]([OH:6])=[O:8])[CH:10]=[N:11]2)=[N:16][CH:17]=[C:18]([C:22]([F:25])([F:24])[F:23])[CH:19]=1. The catalyst class is: 7.